Dataset: Full USPTO retrosynthesis dataset with 1.9M reactions from patents (1976-2016). Task: Predict the reactants needed to synthesize the given product. (1) The reactants are: [F:1][C:2]1[CH:3]=[C:4]([CH2:12][C:13]([NH:15][C:16]2[C:25]([O:26][CH3:27])=[CH:24][CH:23]=[C:22]3[C:17]=2[CH2:18][CH2:19][NH:20][CH2:21]3)=[O:14])[CH:5]=[CH:6][C:7]=1[C:8]([F:11])([F:10])[F:9].[OH:28][CH2:29][C:30]([CH3:35])([CH3:34])[C:31](O)=[O:32].C(N(CC)C(C)C)(C)C.C(Cl)Cl. Given the product [F:1][C:2]1[CH:3]=[C:4]([CH2:12][C:13]([NH:15][C:16]2[C:25]([O:26][CH3:27])=[CH:24][CH:23]=[C:22]3[C:17]=2[CH2:18][CH2:19][N:20]([C:29](=[O:28])[C:30]([CH3:35])([CH3:34])[CH2:31][OH:32])[CH2:21]3)=[O:14])[CH:5]=[CH:6][C:7]=1[C:8]([F:11])([F:9])[F:10], predict the reactants needed to synthesize it. (2) Given the product [CH3:1][N:2]1[CH2:3][CH2:4][N:5]([C:8]2[NH:12][C:11]3[CH:13]=[CH:14][CH:15]=[C:16]([NH2:17])[C:10]=3[N:9]=2)[CH2:6][CH2:7]1, predict the reactants needed to synthesize it. The reactants are: [CH3:1][N:2]1[CH2:7][CH2:6][N:5]([C:8]2[NH:12][C:11]3[CH:13]=[CH:14][CH:15]=[C:16]([N+:17]([O-])=O)[C:10]=3[N:9]=2)[CH2:4][CH2:3]1.NC1C2N=C(CO)NC=2C=CC=1. (3) Given the product [C:2]1([N:8]=[N+:9]=[N-:10])[CH:7]=[CH:6][CH:5]=[CH:4][CH:3]=1, predict the reactants needed to synthesize it. The reactants are: Cl.[C:2]1([NH:8][NH2:9])[CH:7]=[CH:6][CH:5]=[CH:4][CH:3]=1.[N:10]([O-])=O.[Na+].